Dataset: Forward reaction prediction with 1.9M reactions from USPTO patents (1976-2016). Task: Predict the product of the given reaction. (1) Given the reactants [Cl:1][C:2]1[C:3]([O:9][C:10]2[CH:15]=[C:14]([O:16][CH2:17][CH2:18][O:19][CH3:20])[CH:13]=[CH:12][C:11]=2[CH2:21][CH2:22][CH2:23][OH:24])=[N:4][CH:5]=[C:6]([Cl:8])[CH:7]=1.Cl[S:26]([N:29]=[C:30]=[O:31])(=[O:28])=[O:27].[N:32]1C=CC=CC=1.N, predict the reaction product. The product is: [NH2:32][S:26]([NH:29][C:30](=[O:31])[O:24][CH2:23][CH2:22][CH2:21][C:11]1[CH:12]=[CH:13][C:14]([O:16][CH2:17][CH2:18][O:19][CH3:20])=[CH:15][C:10]=1[O:9][C:3]1[C:2]([Cl:1])=[CH:7][C:6]([Cl:8])=[CH:5][N:4]=1)(=[O:28])=[O:27]. (2) Given the reactants O=C1C2C(=CC=CC=2)C(=O)[N:3]1[CH2:12][CH2:13][O:14][C:15]1[CH:20]=[CH:19][C:18]([C:21](=[O:27])[NH:22][CH2:23][CH:24]([CH3:26])[CH3:25])=[CH:17][C:16]=1[C:28]1[CH:29]=[CH:30][C:31]2[O:35][C:34]([C:36]3[CH:41]=[CH:40][C:39]([F:42])=[CH:38][CH:37]=3)=[C:33]([C:43]([NH:45][CH3:46])=[O:44])[C:32]=2[CH:47]=1.NN, predict the reaction product. The product is: [NH2:3][CH2:12][CH2:13][O:14][C:15]1[CH:20]=[CH:19][C:18]([C:21](=[O:27])[NH:22][CH2:23][CH:24]([CH3:26])[CH3:25])=[CH:17][C:16]=1[C:28]1[CH:29]=[CH:30][C:31]2[O:35][C:34]([C:36]3[CH:37]=[CH:38][C:39]([F:42])=[CH:40][CH:41]=3)=[C:33]([C:43]([NH:45][CH3:46])=[O:44])[C:32]=2[CH:47]=1. (3) Given the reactants [F:1][C:2]([F:26])([F:25])[C:3]1[N:8]2[N:9]=[CH:10][C:11]([C:12](O)=[O:13])=[C:7]2[N:6]=[C:5]([C:15]2[CH:20]=[CH:19][C:18]([C:21]([F:24])([F:23])[F:22])=[CH:17][CH:16]=2)[CH:4]=1.[NH2:27][C:28]1[CH:29]=[C:30]([S:34]([NH:37][CH2:38][C:39]2[CH:44]=[CH:43][CH:42]=[CH:41][CH:40]=2)(=[O:36])=[O:35])[CH:31]=[CH:32][CH:33]=1, predict the reaction product. The product is: [CH2:38]([NH:37][S:34]([C:30]1[CH:29]=[C:28]([NH:27][C:12]([C:11]2[CH:10]=[N:9][N:8]3[C:3]([C:2]([F:26])([F:1])[F:25])=[CH:4][C:5]([C:15]4[CH:16]=[CH:17][C:18]([C:21]([F:24])([F:22])[F:23])=[CH:19][CH:20]=4)=[N:6][C:7]=23)=[O:13])[CH:33]=[CH:32][CH:31]=1)(=[O:36])=[O:35])[C:39]1[CH:44]=[CH:43][CH:42]=[CH:41][CH:40]=1. (4) Given the reactants [NH:1]1[C:10]2[C:5](=[N:6][CH:7]=[CH:8][CH:9]=2)[C:4](=[O:11])[CH2:3][CH2:2]1.[H-].[Na+].I[CH3:15], predict the reaction product. The product is: [CH3:15][N:1]1[C:10]2[C:5](=[N:6][CH:7]=[CH:8][CH:9]=2)[C:4](=[O:11])[CH2:3][CH2:2]1.